From a dataset of Reaction yield outcomes from USPTO patents with 853,638 reactions. Predict the reaction yield, written as a fraction of the theoretical maximum amount of product (1.0 means a 100% yield; for example, 0.34 means a 34% yield). (1) The reactants are [Br:1][C:2]1[CH:7]=[CH:6][C:5]([C:8]2[O:9][C:10]([CH:16]=[O:17])=[C:11]([CH:13]([CH3:15])[CH3:14])[N:12]=2)=[CH:4][CH:3]=1.[CH3:18][Mg]Br.[NH4+].[Cl-]. The catalyst is C1COCC1. The product is [Br:1][C:2]1[CH:3]=[CH:4][C:5]([C:8]2[O:9][C:10]([CH:16]([OH:17])[CH3:18])=[C:11]([CH:13]([CH3:15])[CH3:14])[N:12]=2)=[CH:6][CH:7]=1. The yield is 0.630. (2) The reactants are [CH3:1]CN(CC)CC.[CH3:8][C:9]([O:11][C:12]([CH3:14])=[O:13])=O.OC1C=[CH:20][C:19]([NH:22][C:23]([C:25]2[CH:30]=[CH:29][C:28]([N:31]3[CH2:36][CH2:35][N:34]([C:37]([O:39][C:40]([CH3:43])([CH3:42])[CH3:41])=[O:38])[CH2:33][CH2:32]3)=[CH:27][CH:26]=2)=O)=[CH:18][CH:17]=1. The catalyst is C(Cl)Cl. The product is [C:12]([O:11][C:9]1[CH:17]=[CH:18][C:19]([NH:22][C:23]([C:25]2[CH:30]=[CH:29][C:28]([N:31]3[CH2:32][CH2:33][N:34]([C:37]([O:39][C:40]([CH3:41])([CH3:43])[CH3:42])=[O:38])[CH2:35][CH2:36]3)=[CH:27][CH:26]=2)=[CH2:1])=[CH:20][CH:8]=1)(=[O:13])[CH3:14]. The yield is 0.900. (3) The reactants are Cl[CH2:2][C:3]1[N:4]=[C:5]([N:9]2[CH2:14][CH2:13][N:12]([C:15]([O:17][C:18]([CH3:21])([CH3:20])[CH3:19])=[O:16])[CH2:11][CH2:10]2)[S:6][C:7]=1[CH3:8].[P:22]([O:29]CC)([O:26][CH2:27][CH3:28])[O:23][CH2:24][CH3:25]. No catalyst specified. The product is [CH2:24]([O:23][P:22]([CH2:2][C:3]1[N:4]=[C:5]([N:9]2[CH2:14][CH2:13][N:12]([C:15]([O:17][C:18]([CH3:21])([CH3:20])[CH3:19])=[O:16])[CH2:11][CH2:10]2)[S:6][C:7]=1[CH3:8])([O:26][CH2:27][CH3:28])=[O:29])[CH3:25]. The yield is 0.580. (4) The reactants are [C:1]([C:3]1[C:11]2[C:6](=[CH:7][C:8]([C:12]([O:14]C)=[O:13])=[CH:9][CH:10]=2)[NH:5][N:4]=1)#[N:2].OO.NC(N)=[O:20].[OH-].[Na+]. The catalyst is CO. The product is [C:1]([C:3]1[C:11]2[C:6](=[CH:7][C:8]([C:12]([OH:14])=[O:13])=[CH:9][CH:10]=2)[NH:5][N:4]=1)(=[O:20])[NH2:2]. The yield is 0.320. (5) The reactants are [C:1]([CH2:4][CH2:5][C:6]1[C:7]([CH3:13])=[C:8]([CH:11]=O)[NH:9][CH:10]=1)([OH:3])=[O:2].[CH3:14][C:15]1[CH:23]=[CH:22][CH:21]=[C:20]2[C:16]=1[CH2:17][C:18](=[O:24])[NH:19]2.N1CCCCC1. The catalyst is C(O)C. The product is [CH3:13][C:7]1[C:6]([CH2:5][CH2:4][C:1]([OH:3])=[O:2])=[CH:10][NH:9][C:8]=1[CH:11]=[C:17]1[C:16]2[C:20](=[CH:21][CH:22]=[CH:23][C:15]=2[CH3:14])[NH:19][C:18]1=[O:24]. The yield is 0.520.